Dataset: HIV replication inhibition screening data with 41,000+ compounds from the AIDS Antiviral Screen. Task: Binary Classification. Given a drug SMILES string, predict its activity (active/inactive) in a high-throughput screening assay against a specified biological target. (1) The drug is CCOC(=O)C1(C)CC12CCCCC2. The result is 0 (inactive). (2) The compound is O=c1cc(-c2ccccc2)oc2cc(OCCCCCCCCCCOc3ccc4c(=O)cc(-c5ccccc5)oc4c3)ccc12. The result is 0 (inactive). (3) The result is 0 (inactive). The molecule is COC1=CC(=O)C2(C)C(C1=O)C(C)C2c1ccccc1. (4) The molecule is CC(C#N)Nc1ccc(Oc2ccc(C(C)(C)c3ccc(Oc4ccc(NC(C)C#N)cc4)cc3)cc2)cc1. The result is 0 (inactive). (5) The result is 0 (inactive). The molecule is C=C(C)C1Cc2oc(cc2C(=O)OC)C(C(=C)C)C2C=C(C(=O)O2)C2OC12. (6) The molecule is CC(=O)C(=CNC(=S)Nc1ccccc1)C(=O)Nc1ccccc1C. The result is 0 (inactive). (7) The result is 0 (inactive). The compound is COC12c3ccccc3-c3ccccc3C1C(C(=O)O)C2C(=O)O. (8) The molecule is OCCN(CCO)c1nc(N(CCO)CCO)nc(N(CCO)CCO)n1. The result is 0 (inactive).